From a dataset of Catalyst prediction with 721,799 reactions and 888 catalyst types from USPTO. Predict which catalyst facilitates the given reaction. (1) Reactant: [CH3:1][O:2][C:3]1[CH:12]=[CH:11][C:10]2[C:5](=[CH:6][CH:7]=[CH:8][CH:9]=2)[C:4]=1[Mg]Br.CO[C:17]1[C:26]2[C:21](=[CH:22][CH:23]=[CH:24][CH:25]=2)[CH:20]=[CH:19][C:18]=1[C:27]([OH:29])=[O:28].O.Cl. Product: [CH3:1][O:2][C:3]1[CH:12]=[CH:11][C:10]2[C:5](=[CH:6][CH:7]=[CH:8][CH:9]=2)[C:4]=1[C:17]1[C:26]2[C:21](=[CH:22][CH:23]=[CH:24][CH:25]=2)[CH:20]=[CH:19][C:18]=1[C:27]([OH:29])=[O:28]. The catalyst class is: 1. (2) Reactant: P(Cl)(Cl)(Cl)=O.N1C=CC=CC=1.[C:12]([C:15]1[CH:16]=[C:17]([CH:35]=[CH:36][CH:37]=1)[CH:18]=[C:19]1[S:23][C:22](=[O:24])[N:21]([CH2:25][C:26]2[CH:31]=[CH:30][C:29]([Cl:32])=[C:28]([Cl:33])[CH:27]=2)[C:20]1=[O:34])(O)=[O:13].[CH3:38][O:39][CH2:40][O:41][C:42]1[CH:43]=[C:44]([CH:46]=[CH:47][C:48]=1[O:49][CH2:50][O:51][CH3:52])[NH2:45]. Product: [CH3:38][O:39][CH2:40][O:41][C:42]1[CH:43]=[C:44]([NH:45][C:12]([C:15]2[CH:16]=[C:17]([CH:35]=[CH:36][CH:37]=2)[CH:18]=[C:19]2[S:23][C:22](=[O:24])[N:21]([CH2:25][C:26]3[CH:31]=[CH:30][C:29]([Cl:32])=[C:28]([Cl:33])[CH:27]=3)[C:20]2=[O:34])=[O:13])[CH:46]=[CH:47][C:48]=1[O:49][CH2:50][O:51][CH3:52]. The catalyst class is: 30. (3) Product: [CH3:44][O:45][CH2:46][CH:47]([O:12][C:5]1[CH:6]=[CH:7][CH:8]=[C:9]2[C:4]=1[N:3]=[C:2]([CH3:1])[CH:11]=[CH:10]2)[CH3:48]. The catalyst class is: 20. Reactant: [CH3:1][C:2]1[CH:11]=[CH:10][C:9]2[C:4](=[C:5]([OH:12])[CH:6]=[CH:7][CH:8]=2)[N:3]=1.C1C=CC(P(C2C=CC=CC=2)C2C=CC=CC=2)=CC=1.CCOC(/N=N/C(OCC)=O)=O.[CH3:44][O:45][CH2:46][CH:47](O)[CH3:48]. (4) Reactant: [O:1]1[C:5]2[CH:6]=[CH:7][C:8]([CH:10]([OH:36])[CH2:11][S:12][C@H:13]3[C:16](=[O:17])[N:15]([C:18]4[CH:23]=[CH:22][C:21]([F:24])=[CH:20][CH:19]=4)[C@@H:14]3[C:25]3[CH:35]=[CH:34][C:28]([O:29][CH2:30][C:31](O)=[O:32])=[CH:27][CH:26]=3)=[CH:9][C:4]=2[O:3][CH2:2]1.CN1CCOCC1.CN(C(ON1N=NC2C=CC=CC1=2)=[N+](C)C)C.[B-](F)(F)(F)F.[NH2:66][CH2:67][C:68]([NH:70][C@@H:71]([C:76]([OH:78])=[O:77])[C:72]([CH3:75])([CH3:74])[CH3:73])=[O:69]. Product: [O:1]1[C:5]2[CH:6]=[CH:7][C:8]([CH:10]([OH:36])[CH2:11][S:12][C@H:13]3[C:16](=[O:17])[N:15]([C:18]4[CH:23]=[CH:22][C:21]([F:24])=[CH:20][CH:19]=4)[C@@H:14]3[C:25]3[CH:26]=[CH:27][C:28]([O:29][CH2:30][C:31]([NH:66][CH2:67][C:68]([NH:70][C@@H:71]([C:76]([OH:78])=[O:77])[C:72]([CH3:73])([CH3:74])[CH3:75])=[O:69])=[O:32])=[CH:34][CH:35]=3)=[CH:9][C:4]=2[O:3][CH2:2]1. The catalyst class is: 3.